This data is from Forward reaction prediction with 1.9M reactions from USPTO patents (1976-2016). The task is: Predict the product of the given reaction. (1) Given the reactants [N:1]1[CH2:5][CH2:4][CH2:3][C:2]=1[CH2:6][CH2:7][C:8]1[C:17]2[C:12](=[CH:13][CH:14]=[CH:15][CH:16]=2)[C:11]([C:18]([N:20]2[CH2:25][CH2:24][O:23][CH2:22][CH2:21]2)=[O:19])=[CH:10][CH:9]=1.C([BH3-])#N.[Na+].Cl.[OH-].[Na+], predict the reaction product. The product is: [N:20]1([C:18]([C:11]2[C:12]3[C:17](=[CH:16][CH:15]=[CH:14][CH:13]=3)[C:8]([CH2:7][CH2:6][CH:2]3[CH2:3][CH2:4][CH2:5][NH:1]3)=[CH:9][CH:10]=2)=[O:19])[CH2:25][CH2:24][O:23][CH2:22][CH2:21]1. (2) Given the reactants [O:1]1[C:6]2[CH:7]=[CH:8][CH:9]=[C:10]([CH:11]3[N:16](C)[CH2:15][CH2:14][N:13]([CH2:18][C:19](O)=O)[CH2:12]3)[C:5]=2[O:4][CH2:3][CH2:2]1.C1C=CC2N(O)N=NC=2C=1.O.C1CCC(N=C=NC2CCCCC2)CC1.CN1C2C=CC(Cl)=CC=2C(C2C=CC=CC=2)=NC[C:50]1=[O:51].[F:68][C:69]([F:83])([F:82])[C:70]1[CH:71]=[C:72]([NH:80][NH2:81])[CH:73]=[C:74]([C:76]([F:79])([F:78])[F:77])[CH:75]=1.[N-]=C=O.C(O)C(N)(CO)CO, predict the reaction product. The product is: [F:68][C:69]([F:82])([F:83])[C:70]1[CH:71]=[C:72]([NH:80][NH:81][C:50](=[O:51])[CH:11]([C:10]2[C:5]3[O:4][CH2:3][CH2:2][O:1][C:6]=3[CH:7]=[CH:8][CH:9]=2)[N:16]2[CH2:15][CH2:14][N:13]([CH3:12])[CH2:18][CH2:19]2)[CH:73]=[C:74]([C:76]([F:79])([F:77])[F:78])[CH:75]=1. (3) Given the reactants [Cl:1][C:2]1[N:11]=[C:10](Cl)[C:9]2[C:4](=[CH:5][CH:6]=[CH:7][CH:8]=2)[N:3]=1.[CH:13]1([NH2:23])[C:22]2[C:17](=[CH:18][CH:19]=[CH:20][CH:21]=2)[CH2:16][CH2:15][CH2:14]1.[CH3:24][C:25]1[CH:29]=[C:28]([CH3:30])[NH:27][N:26]=1, predict the reaction product. The product is: [ClH:1].[CH3:24][C:25]1[CH:29]=[C:28]([CH3:30])[N:27]([C:2]2[N:11]=[C:10]([NH:23][CH:13]3[C:22]4[C:17](=[CH:18][CH:19]=[CH:20][CH:21]=4)[CH2:16][CH2:15][CH2:14]3)[C:9]3[C:4](=[CH:5][CH:6]=[CH:7][CH:8]=3)[N:3]=2)[N:26]=1. (4) Given the reactants CC1(C)COC2(CCC(CCN[C@H](C3C=CC(C(F)(F)F)=CC=3)C)(O)CC2)OC1.ClC(Cl)(OC(=O)OC(Cl)(Cl)Cl)Cl.CC1(C)CO[C:46]2([CH2:69][CH2:68][C:49]3([O:54][C:53](=[O:55])[N:52]([C@H:56]([C:58]4[CH:63]=[CH:62][C:61]([C:64]([F:67])([F:66])[F:65])=[CH:60][CH:59]=4)[CH3:57])[CH2:51][CH2:50]3)[CH2:48][CH2:47]2)[O:45]C1, predict the reaction product. The product is: [F:67][C:64]([F:65])([F:66])[C:61]1[CH:62]=[CH:63][C:58]([C@@H:56]([N:52]2[CH2:51][CH2:50][C:49]3([CH2:68][CH2:69][C:46](=[O:45])[CH2:47][CH2:48]3)[O:54][C:53]2=[O:55])[CH3:57])=[CH:59][CH:60]=1. (5) Given the reactants C([Mg]Cl)(C)C.Br[C:7]1[CH:8]=[CH:9][C:10]([C:13]([F:16])([F:15])[F:14])=[N:11][CH:12]=1.[CH:17]([CH:19]1[CH2:24][CH2:23][N:22]([C:25]([O:27][C:28]([CH3:31])([CH3:30])[CH3:29])=[O:26])[CH2:21][CH2:20]1)=[O:18], predict the reaction product. The product is: [OH:18][CH:17]([C:7]1[CH:12]=[N:11][C:10]([C:13]([F:16])([F:15])[F:14])=[CH:9][CH:8]=1)[CH:19]1[CH2:24][CH2:23][N:22]([C:25]([O:27][C:28]([CH3:31])([CH3:30])[CH3:29])=[O:26])[CH2:21][CH2:20]1. (6) Given the reactants Br[C:2]1[CH:7]=[CH:6][C:5]([F:8])=[CH:4][CH:3]=1.[O:9]([CH2:16][C:17]1[CH:32]=[C:20]2[C:21](=[O:31])[NH:22][C@H:23]([CH2:25][O:26][Si](C)(C)C)[CH2:24][N:19]2[N:18]=1)[C:10]1[CH:15]=[CH:14][CH:13]=[CH:12][CH:11]=1.C([O-])([O-])=O.[K+].[K+].CNCCNC, predict the reaction product. The product is: [F:8][C:5]1[CH:6]=[CH:7][C:2]([N:22]2[C@H:23]([CH2:25][OH:26])[CH2:24][N:19]3[N:18]=[C:17]([CH2:16][O:9][C:10]4[CH:11]=[CH:12][CH:13]=[CH:14][CH:15]=4)[CH:32]=[C:20]3[C:21]2=[O:31])=[CH:3][CH:4]=1.